This data is from Forward reaction prediction with 1.9M reactions from USPTO patents (1976-2016). The task is: Predict the product of the given reaction. (1) Given the reactants [CH3:1][CH2:2][CH2:3][C@H:4]([NH:10][C@H:11]([C:13]([N:15]1[C@H:23]([C:24]([OH:26])=[O:25])[CH2:22][C@H:21]2[C@@H:16]1[CH2:17][CH2:18][CH2:19][CH2:20]2)=[O:14])[CH3:12])[C:5]([O:7][CH2:8][CH3:9])=[O:6].[NH2:27][C@H:28]([C:36]([OH:38])=[O:37])[CH2:29][CH2:30][CH2:31][NH:32][C:33](=[NH:35])[NH2:34].CC1CCCCC1.CS(C)=O, predict the reaction product. The product is: [CH3:1][CH2:2][CH2:3][C@H:4]([NH:10][C@H:11]([C:13]([N:15]1[C@H:23]([C:24]([OH:26])=[O:25])[CH2:22][C@H:21]2[C@@H:16]1[CH2:17][CH2:18][CH2:19][CH2:20]2)=[O:14])[CH3:12])[C:5]([O:7][CH2:8][CH3:9])=[O:6].[CH2:30]([CH2:31][NH:32][C:33]([NH2:35])=[NH:34])[CH2:29][C@H:28]([NH2:27])[C:36]([OH:38])=[O:37]. (2) Given the reactants [C:1]12([C:11]3[CH:21]=[CH:20][C:14]([O:15][CH2:16][C:17](O)=[O:18])=[CH:13][CH:12]=3)[CH2:10][CH:5]3[CH2:6][CH:7]([CH2:9][CH:3]([CH2:4]3)[CH2:2]1)[CH2:8]2.[CH3:22][NH:23][CH3:24].Cl.C(N=C=NCCCN(C)C)C.O.ON1C2C=CC=CC=2N=N1.C(N(CC)C(C)C)(C)C, predict the reaction product. The product is: [C:1]12([C:11]3[CH:21]=[CH:20][C:14]([O:15][CH2:16][C:17]([N:23]([CH3:24])[CH3:22])=[O:18])=[CH:13][CH:12]=3)[CH2:10][CH:5]3[CH2:6][CH:7]([CH2:9][CH:3]([CH2:4]3)[CH2:2]1)[CH2:8]2. (3) Given the reactants [N+](C1C=CC(O[C:11]([N:13]2[CH2:16][CH:15]([O:17][C:18]3[CH:23]=[CH:22][C:21]([Br:24])=[CH:20][N:19]=3)[CH2:14]2)=[O:12])=CC=1)([O-])=O.[NH2:25][C:26]1[CH:31]=[N:30][CH:29]=[CH:28][N:27]=1, predict the reaction product. The product is: [N:27]1[CH:28]=[CH:29][N:30]=[CH:31][C:26]=1[NH:25][C:11]([N:13]1[CH2:14][CH:15]([O:17][C:18]2[CH:23]=[CH:22][C:21]([Br:24])=[CH:20][N:19]=2)[CH2:16]1)=[O:12]. (4) Given the reactants [CH2:1]([NH:8][C:9]([C@@H:11]([CH:46]1[CH2:51][CH2:50][O:49][CH2:48][CH2:47]1)[C:12]1[CH:45]=[CH:44][C:15]([CH2:16][N:17]2[C:25]3[C:20](=[CH:21][CH:22]=[CH:23][CH:24]=3)[C:19]3[C:26]([CH3:43])=[C:27]([CH2:31][CH2:32][C:33]([O:35]CC4C=CC=CC=4)=[O:34])[C:28]([CH3:30])=[N:29][C:18]2=3)=[CH:14][CH:13]=1)=[O:10])[C:2]1[CH:7]=[CH:6][CH:5]=[CH:4][CH:3]=1.[H][H], predict the reaction product. The product is: [CH2:1]([NH:8][C:9]([C@@H:11]([CH:46]1[CH2:47][CH2:48][O:49][CH2:50][CH2:51]1)[C:12]1[CH:45]=[CH:44][C:15]([CH2:16][N:17]2[C:25]3[C:20](=[CH:21][CH:22]=[CH:23][CH:24]=3)[C:19]3[C:26]([CH3:43])=[C:27]([CH2:31][CH2:32][C:33]([OH:35])=[O:34])[C:28]([CH3:30])=[N:29][C:18]2=3)=[CH:14][CH:13]=1)=[O:10])[C:2]1[CH:7]=[CH:6][CH:5]=[CH:4][CH:3]=1. (5) The product is: [C:26]([C:21]1[CH:20]=[C:19]([C:10]2[CH:11]=[C:12]([C:14]([O:16][CH2:17][CH3:18])=[O:15])[O:13][C:9]=2[C:4]2[CH:5]=[CH:6][CH:7]=[C:2]([C:40]#[N:41])[CH:3]=2)[CH:24]=[C:23]([F:25])[CH:22]=1)#[N:27]. Given the reactants Cl[C:2]1[CH:3]=[C:4]([C:9]2[O:13][C:12]([C:14]([O:16][CH2:17][CH3:18])=[O:15])=[CH:11][C:10]=2[C:19]2[CH:24]=[C:23]([F:25])[CH:22]=[C:21]([C:26]#[N:27])[CH:20]=2)[CH:5]=[CH:6][C:7]=1F.BrC1C=C(C(OCC)=O)OC=1C1C=CC=C([C:40]#[N:41])C=1, predict the reaction product.